Predict the reactants needed to synthesize the given product. From a dataset of Full USPTO retrosynthesis dataset with 1.9M reactions from patents (1976-2016). (1) The reactants are: NC[C:3]1[N:8]=[CH:7][C:6]([CH2:9][N:10]([CH:17]2[CH2:22][CH2:21][CH2:20][CH2:19][CH2:18]2)C(=O)C(F)(F)F)=[CH:5][CH:4]=1.C(C1N=CC(CN(C2CCCCC2)C(=O)C(F)(F)F)=CC=1)#N.[ClH:45].CCOCC. Given the product [Cl:45][C:3]1[N:8]=[CH:7][C:6]([CH2:9][NH:10][CH:17]2[CH2:22][CH2:21][CH2:20][CH2:19][CH2:18]2)=[CH:5][CH:4]=1, predict the reactants needed to synthesize it. (2) Given the product [Cl:1][C:2]1[N:7]=[C:6]([C:8]([O:10][CH3:11])=[O:9])[CH:5]=[C:4]([C:18]([O:20][CH2:21][CH3:22])=[CH2:19])[N:3]=1, predict the reactants needed to synthesize it. The reactants are: [Cl:1][C:2]1[N:7]=[C:6]([C:8]([O:10][CH3:11])=[O:9])[CH:5]=[C:4](Cl)[N:3]=1.C([Sn](CCCC)(CCCC)[C:18]([O:20][CH2:21][CH3:22])=[CH2:19])CCC.[F-].[K+].CC(OC)(C)C. (3) Given the product [CH3:17][C:18]1[CH:19]=[CH:20][C:21]([OH:27])=[C:22]([C:23]2[O:1][N:2]=[C:3]([C:5]3[C:10]([C:11]4[CH:16]=[CH:15][CH:14]=[CH:13][CH:12]=4)=[CH:9][CH:8]=[CH:7][N:6]=3)[N:4]=2)[CH:26]=1, predict the reactants needed to synthesize it. The reactants are: [OH:1][NH:2][C:3]([C:5]1[C:10]([C:11]2[CH:16]=[CH:15][CH:14]=[CH:13][CH:12]=2)=[CH:9][CH:8]=[CH:7][N:6]=1)=[NH:4].[CH3:17][C:18]1[CH:26]=[C:22]([C:23](O)=O)[C:21]([OH:27])=[CH:20][CH:19]=1. (4) The reactants are: Br[C:2]1[CH:7]=[CH:6][C:5]([F:8])=[CH:4][C:3]=1[F:9].[Li]CCCC.[C:15]([C:17]1[CH:37]=[CH:36][C:20]([O:21][C:22]2[CH:23]=[CH:24][C:25]([C:28]([F:35])([F:34])[C:29](OCC)=[O:30])=[N:26][CH:27]=2)=[CH:19][CH:18]=1)#[N:16]. Given the product [F:9][C:3]1[CH:4]=[C:5]([F:8])[CH:6]=[CH:7][C:2]=1[C:29](=[O:30])[C:28]([C:25]1[N:26]=[CH:27][C:22]([O:21][C:20]2[CH:19]=[CH:18][C:17]([C:15]#[N:16])=[CH:37][CH:36]=2)=[CH:23][CH:24]=1)([F:34])[F:35], predict the reactants needed to synthesize it. (5) Given the product [F:39][C:36]([F:37])([F:38])[C:34]1[CH:33]=[C:5]([CH:4]=[C:3]([C:2]([F:1])([F:40])[F:41])[CH:35]=1)[CH2:6][N:7]([CH2:14][C:15]1[CH:20]=[C:19]([C:21]([F:24])([F:23])[F:22])[CH:18]=[CH:17][C:16]=1[C:25]([CH:28]1[CH2:32][CH2:31][CH2:30][CH2:29]1)([O:27][CH3:44])[CH3:26])[C:8]1[N:9]=[N:10][N:11]([CH3:13])[N:12]=1, predict the reactants needed to synthesize it. The reactants are: [F:1][C:2]([F:41])([F:40])[C:3]1[CH:4]=[C:5]([CH:33]=[C:34]([C:36]([F:39])([F:38])[F:37])[CH:35]=1)[CH2:6][N:7]([CH2:14][C:15]1[CH:20]=[C:19]([C:21]([F:24])([F:23])[F:22])[CH:18]=[CH:17][C:16]=1[C:25]([CH:28]1[CH2:32][CH2:31][CH2:30][CH2:29]1)([OH:27])[CH3:26])[C:8]1[N:9]=[N:10][N:11]([CH3:13])[N:12]=1.[H-].[Na+].[CH3:44]I. (6) Given the product [CH:11]1[CH:10]=[C:9]2[C:8](=[O:13])[N:7]([CH:14]3[C:15](=[O:21])[NH:16][C:17](=[O:20])[CH2:18][CH2:19]3)[CH2:6][C:5]2=[C:4]([NH2:1])[CH:12]=1.[N+:1]([C:4]1[CH:12]=[CH:11][CH:10]=[C:9]2[C:5]=1[CH2:6][N:7]([CH:14]1[CH2:19][CH2:18][C:17](=[O:20])[NH:16][C:15]1=[O:21])[C:8]2=[O:13])([O-:3])=[O:2], predict the reactants needed to synthesize it. The reactants are: [N+:1]([C:4]1[CH:12]=[CH:11][CH:10]=[C:9]2[C:5]=1[CH2:6][N:7]([CH:14]1[CH2:19][CH2:18][C:17](=[O:20])[NH:16][C:15]1=[O:21])[C:8]2=[O:13])([O-:3])=[O:2].CN(C)C=O. (7) Given the product [CH2:10]([O:9][C:7]([NH:6][C:5]([CH2:4][OH:3])([CH2:22][CH2:23][CH2:24][CH2:25][B:26]1[O:30][C:29]([CH3:31])([CH3:32])[C:28]([CH3:34])([CH3:33])[O:27]1)[C:17]([O:19][CH2:20][CH3:21])=[O:18])=[O:8])[C:11]1[CH:12]=[CH:13][CH:14]=[CH:15][CH:16]=1, predict the reactants needed to synthesize it. The reactants are: CC1(C)[N:6]([C:7]([O:9][CH2:10][C:11]2[CH:16]=[CH:15][CH:14]=[CH:13][CH:12]=2)=[O:8])[C:5]([CH2:22][CH2:23][CH2:24][CH2:25][B:26]2[O:30][C:29]([CH3:32])([CH3:31])[C:28]([CH3:34])([CH3:33])[O:27]2)([C:17]([O:19][CH2:20][CH3:21])=[O:18])[CH2:4][O:3]1.C[Si](OS(C(F)(F)F)(=O)=O)(C)C.